Dataset: Forward reaction prediction with 1.9M reactions from USPTO patents (1976-2016). Task: Predict the product of the given reaction. (1) The product is: [CH3:12][O:13][C:14](=[O:38])[NH:15][C@H:16]([C:20]([N:22]1[CH2:26][CH2:25][CH2:24][C@H:23]1[C:27]1[NH:31][C:30]2[CH:32]=[C:33]([C:36]3[N:65]=[N:64][N:63]([C:60]4[CH:61]=[CH:62][C:56]5[N:55]=[C:54]([C@@H:50]6[CH2:51][CH2:52][CH2:53][N:49]6[C:47](=[O:48])[C@@H:43]([NH:42][C:41]([O:40][CH3:39])=[O:66])[CH:44]([CH3:46])[CH3:45])[NH:58][C:57]=5[CH:59]=4)[CH:37]=3)[CH:34]=[CH:35][C:29]=2[N:28]=1)=[O:21])[CH:17]([CH3:19])[CH3:18]. Given the reactants C1CCN2C(=NCCC2)CC1.[CH3:12][O:13][C:14](=[O:38])[NH:15][C@H:16]([C:20]([N:22]1[CH2:26][CH2:25][CH2:24][C@H:23]1[C:27]1[NH:31][C:30]2[CH:32]=[C:33]([C:36]#[CH:37])[CH:34]=[CH:35][C:29]=2[N:28]=1)=[O:21])[CH:17]([CH3:19])[CH3:18].[CH3:39][O:40][C:41](=[O:66])[NH:42][C@H:43]([C:47]([N:49]1[CH2:53][CH2:52][CH2:51][C@H:50]1[C:54]1[NH:58][C:57]2[CH:59]=[C:60]([N:63]=[N+:64]=[N-:65])[CH:61]=[CH:62][C:56]=2[N:55]=1)=[O:48])[CH:44]([CH3:46])[CH3:45], predict the reaction product. (2) Given the reactants [Cl:1][C:2]1[C:3]([O:12][C:13]2[CH:18]=[C:17]([O:19][CH2:20][O:21][CH3:22])[CH:16]=[CH:15][C:14]=2[CH2:23][CH2:24][OH:25])=[N:4][CH:5]=[C:6]([C:8]([F:11])([F:10])[F:9])[CH:7]=1.Cl[S:27]([N:30]=[C:31]=[O:32])(=[O:29])=[O:28].[NH2:33][CH2:34][CH2:35][O:36][CH:37]([CH3:39])[CH3:38].Cl, predict the reaction product. The product is: [CH:37]([O:36][CH2:35][CH2:34][NH:33][S:27]([NH:30][C:31](=[O:32])[O:25][CH2:24][CH2:23][C:14]1[CH:15]=[CH:16][C:17]([O:19][CH2:20][O:21][CH3:22])=[CH:18][C:13]=1[O:12][C:3]1[C:2]([Cl:1])=[CH:7][C:6]([C:8]([F:9])([F:11])[F:10])=[CH:5][N:4]=1)(=[O:29])=[O:28])([CH3:39])[CH3:38]. (3) Given the reactants C(NC(C)C)(C)C.[Li].[CH2:9]=[C:10]1[CH2:14][CH2:13][CH:12]([C:15]([O:17][C:18]([CH3:21])([CH3:20])[CH3:19])=[O:16])[CH2:11]1.[CH3:22][C:23]([CH3:25])=[O:24], predict the reaction product. The product is: [CH2:9]=[C:10]1[CH2:14][CH2:13][C:12]([C:23]([OH:24])([CH3:25])[CH3:22])([C:15]([O:17][C:18]([CH3:21])([CH3:20])[CH3:19])=[O:16])[CH2:11]1. (4) Given the reactants [F:1][C:2]1[CH:18]=[CH:17][C:16]([C:19]2[CH:24]=[CH:23][CH:22]=[C:21]([F:25])[CH:20]=2)=[CH:15][C:3]=1[C:4]([NH:6][C:7]1[CH:12]=[CH:11][CH:10]=[C:9]([O:13][CH3:14])[CH:8]=1)=O, predict the reaction product. The product is: [F:1][C:2]1[CH:18]=[CH:17][C:16]([C:19]2[CH:24]=[CH:23][CH:22]=[C:21]([F:25])[CH:20]=2)=[CH:15][C:3]=1[CH2:4][NH:6][C:7]1[CH:12]=[CH:11][CH:10]=[C:9]([O:13][CH3:14])[CH:8]=1. (5) Given the reactants [OH:1][C@H:2]1[C:11](=[O:12])[C:10]2[CH:9]=[CH:8][C:7]3[N:13]([CH3:17])[C:14]([CH3:16])=[N:15][C:6]=3[C:5]=2[NH:4][C@@H:3]1[C:18]1[CH:23]=[CH:22][CH:21]=[CH:20][CH:19]=1.B.[Na], predict the reaction product. The product is: [CH3:16][C:14]1[N:13]([CH3:17])[C:7]2[CH:8]=[CH:9][C:10]3[C@@H:11]([OH:12])[C@H:2]([OH:1])[C@@H:3]([C:18]4[CH:23]=[CH:22][CH:21]=[CH:20][CH:19]=4)[NH:4][C:5]=3[C:6]=2[N:15]=1.